The task is: Predict the product of the given reaction.. This data is from Forward reaction prediction with 1.9M reactions from USPTO patents (1976-2016). (1) Given the reactants C(OC([N:8]1[CH2:13][CH2:12][CH:11]([C:14]([C:16]2[CH:21]=[C:20]([O:22][C:23]([F:26])([F:25])[F:24])[CH:19]=[CH:18][C:17]=2[CH:27]2[CH2:29][CH2:28]2)=[O:15])[CH2:10][CH2:9]1)=O)(C)(C)C.[ClH:30], predict the reaction product. The product is: [ClH:30].[CH:27]1([C:17]2[CH:18]=[CH:19][C:20]([O:22][C:23]([F:24])([F:25])[F:26])=[CH:21][C:16]=2[C:14]([CH:11]2[CH2:10][CH2:9][NH:8][CH2:13][CH2:12]2)=[O:15])[CH2:28][CH2:29]1. (2) Given the reactants [C:1]([O:6]CC)(=O)[CH:2]=[N:3][OH:4].[CH:9]12[CH2:19][CH:14]3[CH2:15][CH:16]([CH2:18][CH:11]([N:12]([CH2:20][CH2:21][NH2:22])[CH2:13]3)[CH2:10]1)[CH2:17]2, predict the reaction product. The product is: [CH:9]12[CH2:19][CH:14]3[CH2:15][CH:16]([CH2:18][CH:11]([N:12]([CH2:20][CH2:21][NH:22][C:1](=[O:6])[CH:2]=[N:3][OH:4])[CH2:13]3)[CH2:10]1)[CH2:17]2. (3) Given the reactants C(=O)([O-])[O-].[Cs+].[Cs+].Cl[CH2:8][C:9]1[S:37][C:12]2[N:13]([CH2:29][CH:30]3[CH2:34][O:33][C:32]([CH3:36])([CH3:35])[O:31]3)[CH:14]=[C:15]([C:18]([NH:20][CH2:21][C:22]3[CH:27]=[CH:26][C:25]([Cl:28])=[CH:24][CH:23]=3)=[O:19])[C:16](=[O:17])[C:11]=2[CH:10]=1.[O:38]1[C:42]2[CH:43]=[CH:44][CH:45]=[CH:46][C:41]=2[CH:40]=[C:39]1[CH:47]([OH:51])[CH2:48][NH:49][CH3:50], predict the reaction product. The product is: [O:38]1[C:42]2[CH:43]=[CH:44][CH:45]=[CH:46][C:41]=2[CH:40]=[C:39]1[CH:47]([OH:51])[CH2:48][N:49]([CH2:8][C:9]1[S:37][C:12]2[N:13]([CH2:29][CH:30]3[CH2:34][O:33][C:32]([CH3:35])([CH3:36])[O:31]3)[CH:14]=[C:15]([C:18]([NH:20][CH2:21][C:22]3[CH:23]=[CH:24][C:25]([Cl:28])=[CH:26][CH:27]=3)=[O:19])[C:16](=[O:17])[C:11]=2[CH:10]=1)[CH3:50]. (4) Given the reactants [Cl:1][C:2]1[N:7]=[C:6]([C:8]2[CH:9]=[C:10]([CH:13]=[CH:14][CH:15]=2)[CH:11]=O)[CH:5]=[CH:4][N:3]=1.[C:16]([O:20][C:21]([N:23]1[CH2:27][CH2:26][CH:25]([CH2:28][NH2:29])[CH2:24]1)=[O:22])([CH3:19])([CH3:18])[CH3:17], predict the reaction product. The product is: [C:16]([O:20][C:21]([N:23]1[CH2:27][CH2:26][CH:25]([CH2:28][NH:29][CH2:11][C:10]2[CH:13]=[CH:14][CH:15]=[C:8]([C:6]3[CH:5]=[CH:4][N:3]=[C:2]([Cl:1])[N:7]=3)[CH:9]=2)[CH2:24]1)=[O:22])([CH3:19])([CH3:18])[CH3:17]. (5) The product is: [CH3:18][CH:17]1[NH:11][CH2:12][CH2:13][NH:14][C:15](=[O:19])[CH2:16]1. Given the reactants C(OC([N:11]1[CH:17]([CH3:18])[CH2:16][C:15](=[O:19])[NH:14][CH2:13][CH2:12]1)=O)C1C=CC=CC=1, predict the reaction product.